From a dataset of Forward reaction prediction with 1.9M reactions from USPTO patents (1976-2016). Predict the product of the given reaction. (1) The product is: [CH:23]1([C:21]#[C:22][C:2]2[CH:3]=[N:4][C:5]([N:8]3[CH2:13][CH2:12][N:11]([C:14]([O:16][C:17]([CH3:20])([CH3:19])[CH3:18])=[O:15])[CH2:10][CH2:9]3)=[N:6][CH:7]=2)[CH2:25][CH2:24]1. Given the reactants Br[C:2]1[CH:3]=[N:4][C:5]([N:8]2[CH2:13][CH2:12][N:11]([C:14]([O:16][C:17]([CH3:20])([CH3:19])[CH3:18])=[O:15])[CH2:10][CH2:9]2)=[N:6][CH:7]=1.[C:21]([CH:23]1[CH2:25][CH2:24]1)#[CH:22], predict the reaction product. (2) The product is: [CH:11]([N:3]([CH:4]([CH3:5])[CH3:13])[CH2:6][CH3:7])([CH3:12])[CH3:10]. Given the reactants C([N:3]([CH2:6][CH3:7])[CH2:4][CH3:5])C.O1[CH2:12][CH2:11][CH2:10]C1.[CH2:13](Cl)Cl, predict the reaction product.